From a dataset of Peptide-MHC class II binding affinity with 134,281 pairs from IEDB. Regression. Given a peptide amino acid sequence and an MHC pseudo amino acid sequence, predict their binding affinity value. This is MHC class II binding data. The peptide sequence is TFGAASNKAFAEGLS. The MHC is HLA-DQA10501-DQB10301 with pseudo-sequence HLA-DQA10501-DQB10301. The binding affinity (normalized) is 0.728.